From a dataset of Full USPTO retrosynthesis dataset with 1.9M reactions from patents (1976-2016). Predict the reactants needed to synthesize the given product. (1) The reactants are: N1C2C(=CC=CC=2)[C:4](=[O:5])C1=O.[NH:12]1[C:20]2[C:15](=[CH:16][CH:17]=[C:18]3[CH2:24][CH2:23][CH2:22][CH2:21][C:19]3=2)[C:14](=O)[C:13]1=[O:26].[OH-:27].[Na+].C(OC[C:34](=O)[CH:35]([C:37]1[CH:42]=[CH:41][CH:40]=[CH:39][CH:38]=1)[CH3:36])(=O)C. Given the product [OH:26][C:13]1[C:36]([CH:35]([C:37]2[CH:42]=[CH:41][CH:40]=[CH:39][CH:38]=2)[CH3:34])=[N:12][C:20]2[C:15]([C:14]=1[C:4]([OH:5])=[O:27])=[CH:16][CH:17]=[C:18]1[CH2:24][CH2:23][CH2:22][CH2:21][C:19]=21, predict the reactants needed to synthesize it. (2) Given the product [CH3:3][C:2]([C:14]1[N:18]([CH3:19])[C:17]([C:20]2[CH:25]=[CH:24][CH:23]=[CH:22][C:21]=2[C:26]([F:28])([F:29])[F:27])=[N:16][N:15]=1)([O:4][C:5]1[CH:13]=[CH:12][C:8]([C:9]([O:11][CH3:35])=[O:10])=[CH:7][CH:6]=1)[CH3:1], predict the reactants needed to synthesize it. The reactants are: [CH3:1][C:2]([C:14]1[N:18]([CH3:19])[C:17]([C:20]2[CH:25]=[CH:24][CH:23]=[CH:22][C:21]=2[C:26]([F:29])([F:28])[F:27])=[N:16][N:15]=1)([O:4][C:5]1[CH:13]=[CH:12][C:8]([C:9]([OH:11])=[O:10])=[CH:7][CH:6]=1)[CH3:3].S(=O)(=O)(O)O.[CH3:35]O. (3) The reactants are: I[C:2]1[CH:9]=[C:8]([O:10][CH3:11])[C:7]([O:12][CH3:13])=[CH:6][C:3]=1[CH:4]=O.CCN(CCOC1C=CC(CC2C=CC=CC=2)=CC=1)CC.Cl.C(#N)C.[C:39]([O:43][CH3:44])(=[O:42])[CH:40]=[CH2:41]. Given the product [CH3:13][O:12][C:7]1[CH:6]=[C:3]2[C:2](=[CH:9][C:8]=1[O:10][CH3:11])[CH2:41][C:40]([C:39]([O:43][CH3:44])=[O:42])=[CH:4]2, predict the reactants needed to synthesize it. (4) Given the product [NH:12]1[C:20]2[C:15](=[CH:16][CH:17]=[C:18](/[CH:21]=[C:5]3/[C:6](=[O:11])[NH:7][C:8]4[C:4]/3=[CH:3][C:2]([F:1])=[CH:10][CH:9]=4)[CH:19]=2)[CH:14]=[N:13]1, predict the reactants needed to synthesize it. The reactants are: [F:1][C:2]1[CH:3]=[C:4]2[C:8](=[CH:9][CH:10]=1)[NH:7][C:6](=[O:11])[CH2:5]2.[NH:12]1[C:20]2[C:15](=[CH:16][CH:17]=[C:18]([CH:21]=O)[CH:19]=2)[CH:14]=[N:13]1.N1CCCCC1.